From a dataset of Forward reaction prediction with 1.9M reactions from USPTO patents (1976-2016). Predict the product of the given reaction. (1) Given the reactants [Cl:1][C:2]1[CH:3]=[C:4]([NH:9][C:10]([N:12]2[CH2:17][CH2:16][N:15]([CH2:18][C@@H:19]3[CH2:24][CH2:23][CH2:22][N:21]([C:25](=O)[CH2:26][CH2:27][C:28]([O:30][CH3:31])=[O:29])[CH2:20]3)[CH2:14][CH2:13]2)=[O:11])[CH:5]=[CH:6][C:7]=1[Cl:8], predict the reaction product. The product is: [NH3:9].[Cl:1][C:2]1[CH:3]=[C:4]([NH:9][C:10]([N:12]2[CH2:17][CH2:16][N:15]([CH2:18][C@@H:19]3[CH2:24][CH2:23][CH2:22][N:21]([CH2:25][CH2:26][CH2:27][C:28]([O:30][CH3:31])=[O:29])[CH2:20]3)[CH2:14][CH2:13]2)=[O:11])[CH:5]=[CH:6][C:7]=1[Cl:8]. (2) Given the reactants [CH2:1]([O:5][C:6]1[CH:14]=[N:13][CH:12]=[CH:11][C:7]=1[C:8]([OH:10])=O)[CH:2]([CH3:4])[CH3:3].C(Cl)(=O)C(Cl)=O.Cl.[CH3:22][NH:23][O:24][CH3:25].N1C=CC=CC=1, predict the reaction product. The product is: [CH2:1]([O:5][C:6]1[CH:14]=[N:13][CH:12]=[CH:11][C:7]=1[C:8]([N:23]([O:24][CH3:25])[CH3:22])=[O:10])[CH:2]([CH3:3])[CH3:4].